From a dataset of Full USPTO retrosynthesis dataset with 1.9M reactions from patents (1976-2016). Predict the reactants needed to synthesize the given product. (1) Given the product [F:21][C:22]1[CH:27]=[CH:26][C:25]([C:28]2[C:32]3[CH:33]=[CH:34][C:35]([O:37][CH2:16][CH2:15][CH2:14][O:13][C:10]4[CH:9]=[CH:8][C:7]([CH2:6][C@H:5]([O:18][CH3:19])[C:4]([OH:3])=[O:20])=[CH:12][CH:11]=4)=[CH:36][C:31]=3[O:30][CH:29]=2)=[CH:24][CH:23]=1, predict the reactants needed to synthesize it. The reactants are: C([O:3][C:4](=[O:20])[C@@H:5]([O:18][CH3:19])[CH2:6][C:7]1[CH:12]=[CH:11][C:10]([O:13][CH2:14][CH2:15][CH2:16]Br)=[CH:9][CH:8]=1)C.[F:21][C:22]1[CH:27]=[CH:26][C:25]([C:28]2[C:32]3[CH:33]=[CH:34][C:35]([OH:37])=[CH:36][C:31]=3[O:30][CH:29]=2)=[CH:24][CH:23]=1.[OH-].[Na+]. (2) Given the product [CH3:1][C:2]1[N:3]=[C:4]([NH:19][C:20](=[O:22])[CH3:21])[S:5][C:6]=1[C:7]1[CH:12]=[CH:11][N:10]=[C:9]([C:25]2[CH:26]=[N:27][CH:28]=[CH:29][CH:30]=2)[N:8]=1, predict the reactants needed to synthesize it. The reactants are: [CH3:1][C:2]1[N:3]=[C:4]([NH:19][C:20](=[O:22])[CH3:21])[S:5][C:6]=1[C:7]1[CH:12]=[CH:11][N:10]=[C:9](N2CCOCC2)[N:8]=1.Cl.C(N)(=N)[C:25]1[CH:30]=[CH:29][CH:28]=[N:27][CH:26]=1. (3) Given the product [CH3:1][N:2]([CH2:3][CH2:4][C:5]1[C:13]2[CH:12]=[C:11]([CH2:14][C@@H:15]3[NH:16][C:17](=[O:20])[O:18][CH2:19]3)[CH:10]=[CH:9][C:8]=2[NH:7][CH:6]=1)[CH3:24], predict the reactants needed to synthesize it. The reactants are: [CH3:1][N:2]([CH3:24])[CH2:3][CH2:4][C:5]1[C:13]2[C:8](=[CH:9][CH:10]=[C:11]([CH2:14][C@H:15]3[CH2:19][O:18][C:17](=[O:20])[NH:16]3)[CH:12]=2)[NH:7][C:6]=1C(O)=O.C(=O)=O.C(O)(=O)CCC(O)=O. (4) Given the product [Cl:17][C:18]1[C:19]([CH3:20])=[N:16][C:13]2[N:12]([N:11]=[C:10]3[CH2:9][NH:8][CH2:15][C:14]3=2)[CH:22]=1, predict the reactants needed to synthesize it. The reactants are: C(OC([N:8]1[CH2:15][C:14]2[C:10](=[N:11][NH:12][C:13]=2[NH2:16])[CH2:9]1)=O)(C)(C)C.[Cl:17][CH:18]([CH:22](OCC)OCC)[C:19](=O)[CH3:20]. (5) Given the product [F:10][C:4]1[CH:3]=[C:2]([C:16]2[CH:15]=[CH:14][C:13]([O:12][CH3:11])=[C:18]([O:19][CH3:20])[CH:17]=2)[CH:8]=[C:7]([F:9])[C:5]=1[NH2:6], predict the reactants needed to synthesize it. The reactants are: Br[C:2]1[CH:8]=[C:7]([F:9])[C:5]([NH2:6])=[C:4]([F:10])[CH:3]=1.[CH3:11][O:12][C:13]1[CH:14]=[C:15](B(O)O)[CH:16]=[CH:17][C:18]=1[O:19][CH3:20]. (6) Given the product [CH2:20]([NH:27][C:28]([C:30]1[S:34][C:33]([N:35]2[CH2:39][CH2:38][N:37]([CH2:12][C:13]3[CH:18]=[CH:17][CH:16]=[C:15]([F:19])[CH:14]=3)[C:36]2=[O:40])=[N:32][C:31]=1[CH3:41])=[O:29])[C:21]1[CH:26]=[CH:25][CH:24]=[CH:23][CH:22]=1, predict the reactants needed to synthesize it. The reactants are: ClCC1C=CC(C#N)=CC=1.Br[CH2:12][C:13]1[CH:18]=[CH:17][CH:16]=[C:15]([F:19])[CH:14]=1.[CH2:20]([NH:27][C:28]([C:30]1[S:34][C:33]([N:35]2[CH2:39][CH2:38][NH:37][C:36]2=[O:40])=[N:32][C:31]=1[CH3:41])=[O:29])[C:21]1[CH:26]=[CH:25][CH:24]=[CH:23][CH:22]=1.